Dataset: Full USPTO retrosynthesis dataset with 1.9M reactions from patents (1976-2016). Task: Predict the reactants needed to synthesize the given product. (1) Given the product [Br:1][C:2]1[CH:3]=[C:4]2[C:9](=[CH:10][CH:11]=1)[N:8]=[CH:7][C:6]([N+:12]([O-:14])=[O:13])=[C:5]2[NH:22][C:21]1[C:17]([CH3:16])=[N:18][O:19][C:20]=1[CH3:23], predict the reactants needed to synthesize it. The reactants are: [Br:1][C:2]1[CH:3]=[C:4]2[C:9](=[CH:10][CH:11]=1)[N:8]=[CH:7][C:6]([N+:12]([O-:14])=[O:13])=[C:5]2Cl.[CH3:16][C:17]1[C:21]([NH2:22])=[C:20]([CH3:23])[O:19][N:18]=1. (2) Given the product [CH3:1][NH:2][C@@H:9]([CH3:22])[CH2:10][O:11][C:12]1[CH:21]=[CH:20][C:15]([C:16]([O:18][CH3:19])=[O:17])=[CH:14][CH:13]=1, predict the reactants needed to synthesize it. The reactants are: [CH3:1][N:2]([C@@H:9]([CH3:22])[CH2:10][O:11][C:12]1[CH:21]=[CH:20][C:15]([C:16]([O:18][CH3:19])=[O:17])=[CH:14][CH:13]=1)C(=O)C(F)(F)F.C([O-])([O-])=O.[K+].[K+]. (3) Given the product [CH:31]1([CH2:34][O:35][C:36]2([C:40]3[CH:45]=[CH:44][CH:43]=[CH:42][C:41]=3[CH3:46])[CH2:37][N:38]([C:56](=[O:57])[C@H:55]([NH:54][C:52](=[O:53])[O:51][C:47]([CH3:48])([CH3:49])[CH3:50])[CH2:59][C:60]3[CH:61]=[CH:62][C:63]([O:66][CH3:67])=[CH:64][CH:65]=3)[CH2:39]2)[CH2:32][CH2:33]1, predict the reactants needed to synthesize it. The reactants are: Cl.C(N=C=NCCCN(C)C)C.ON1C2C=CC=CC=2N=N1.C(N(CC)CC)C.Cl.[CH:31]1([CH2:34][O:35][C:36]2([C:40]3[CH:45]=[CH:44][CH:43]=[CH:42][C:41]=3[CH3:46])[CH2:39][NH:38][CH2:37]2)[CH2:33][CH2:32]1.[C:47]([O:51][C:52]([NH:54][C@H:55]([CH2:59][C:60]1[CH:65]=[CH:64][C:63]([O:66][CH3:67])=[CH:62][CH:61]=1)[C:56](O)=[O:57])=[O:53])([CH3:50])([CH3:49])[CH3:48]. (4) The reactants are: [CH:1]1([N:6]2[CH2:12][C:11]([F:14])([F:13])[C:10](=[O:15])[N:9]([CH3:16])[C:8]3[CH:17]=[N:18][C:19]([NH:21][C:22]4[CH:30]=[CH:29][C:25]([C:26]([OH:28])=O)=[CH:24][C:23]=4[O:31][CH3:32])=[N:20][C:7]2=3)[CH2:5][CH2:4][CH2:3][CH2:2]1.CN(C(ON1N=NC2C=CC=NC1=2)=[N+](C)C)C.F[P-](F)(F)(F)(F)F.[CH3:57][N:58]1[CH2:63][CH2:62][N:61]([NH2:64])[CH2:60][CH2:59]1. Given the product [CH:1]1([N:6]2[CH2:12][C:11]([F:14])([F:13])[C:10](=[O:15])[N:9]([CH3:16])[C:8]3[CH:17]=[N:18][C:19]([NH:21][C:22]4[CH:30]=[CH:29][C:25]([C:26]([NH:64][N:61]5[CH2:62][CH2:63][N:58]([CH3:57])[CH2:59][CH2:60]5)=[O:28])=[CH:24][C:23]=4[O:31][CH3:32])=[N:20][C:7]2=3)[CH2:5][CH2:4][CH2:3][CH2:2]1, predict the reactants needed to synthesize it.